From a dataset of Catalyst prediction with 721,799 reactions and 888 catalyst types from USPTO. Predict which catalyst facilitates the given reaction. (1) Reactant: [NH2:1][C@H:2]1[CH2:3][CH2:2][N:1](CCN2C3C(=CC=C(C#N)C=3)C(C)=CC2=[O:23])C[C@H:3]1[O:23]C.C([N:29](CC)C(C)C)(C)C.O=C1COC2C=CC(C=O)=NC=2N1.[C:48]([O:51][BH-]([O:51][C:48](=[O:50])[CH3:49])[O:51][C:48](=[O:50])[CH3:49])(=[O:50])[CH3:49].[Na+]. Product: [OH2:23].[C:2](#[N:1])[CH3:3].[C:48]([O-:51])(=[O:50])[CH3:49].[NH4+:29]. The catalyst class is: 147. (2) Reactant: [N:1]1[CH:6]=[CH:5][CH:4]=[CH:3][C:2]=1[NH:7]C(=O)C(C)(C)C.[F:14][C:15]([F:24])([F:23])[CH:16]1[CH2:21][CH2:20][C:19](=O)[CH2:18][CH2:17]1.C(Cl)Cl. Product: [F:14][C:15]([F:24])([F:23])[CH:16]1[CH2:21][CH2:20][C:19]([C:3]2[C:2]([NH2:7])=[N:1][CH:6]=[CH:5][CH:4]=2)=[CH:18][CH2:17]1. The catalyst class is: 61.